This data is from Choline transporter screen with 302,306 compounds. The task is: Binary Classification. Given a drug SMILES string, predict its activity (active/inactive) in a high-throughput screening assay against a specified biological target. (1) The compound is ClC12C(C3C(C(OC(=O)CC)(C(C3)C)C(=O)COC(=O)CC)(CC1O)C)CCC=1C2(C)C=CC(=O)C1. The result is 0 (inactive). (2) The molecule is Clc1c(NC(=O)CSc2n(N)c(nn2)c2ncccc2)c(cc(c1)C)C. The result is 0 (inactive).